Dataset: Forward reaction prediction with 1.9M reactions from USPTO patents (1976-2016). Task: Predict the product of the given reaction. Given the reactants [CH2:1]([O:8][C:9](=[O:29])[NH:10][CH:11]1[CH2:16][CH2:15][N:14]([S:17]([C:20]2[CH:25]=[CH:24][C:23]([N+:26]([O-])=O)=[CH:22][CH:21]=2)(=[O:19])=[O:18])[CH2:13][CH2:12]1)[C:2]1[CH:7]=[CH:6][CH:5]=[CH:4][CH:3]=1.C(O)C.[Cl-].[NH4+], predict the reaction product. The product is: [CH2:1]([O:8][C:9](=[O:29])[NH:10][CH:11]1[CH2:12][CH2:13][N:14]([S:17]([C:20]2[CH:21]=[CH:22][C:23]([NH2:26])=[CH:24][CH:25]=2)(=[O:19])=[O:18])[CH2:15][CH2:16]1)[C:2]1[CH:3]=[CH:4][CH:5]=[CH:6][CH:7]=1.